From a dataset of TCR-epitope binding with 47,182 pairs between 192 epitopes and 23,139 TCRs. Binary Classification. Given a T-cell receptor sequence (or CDR3 region) and an epitope sequence, predict whether binding occurs between them. The epitope is CTELKLSDY. The TCR CDR3 sequence is CASSLRAGRRTEAFF. Result: 0 (the TCR does not bind to the epitope).